This data is from NCI-60 drug combinations with 297,098 pairs across 59 cell lines. The task is: Regression. Given two drug SMILES strings and cell line genomic features, predict the synergy score measuring deviation from expected non-interaction effect. (1) Drug 1: CC1=C2C(C(=O)C3(C(CC4C(C3C(C(C2(C)C)(CC1OC(=O)C(C(C5=CC=CC=C5)NC(=O)OC(C)(C)C)O)O)OC(=O)C6=CC=CC=C6)(CO4)OC(=O)C)OC)C)OC. Drug 2: CCCCC(=O)OCC(=O)C1(CC(C2=C(C1)C(=C3C(=C2O)C(=O)C4=C(C3=O)C=CC=C4OC)O)OC5CC(C(C(O5)C)O)NC(=O)C(F)(F)F)O. Cell line: NCI-H226. Synergy scores: CSS=23.2, Synergy_ZIP=-5.38, Synergy_Bliss=-4.03, Synergy_Loewe=-20.2, Synergy_HSA=-3.11. (2) Drug 1: CCCS(=O)(=O)NC1=C(C(=C(C=C1)F)C(=O)C2=CNC3=C2C=C(C=N3)C4=CC=C(C=C4)Cl)F. Drug 2: CC12CCC(CC1=CCC3C2CCC4(C3CC=C4C5=CN=CC=C5)C)O. Cell line: U251. Synergy scores: CSS=14.0, Synergy_ZIP=1.51, Synergy_Bliss=8.55, Synergy_Loewe=8.18, Synergy_HSA=9.03. (3) Synergy scores: CSS=22.4, Synergy_ZIP=-10.3, Synergy_Bliss=-3.13, Synergy_Loewe=-5.40, Synergy_HSA=-4.59. Drug 2: CC(C)CN1C=NC2=C1C3=CC=CC=C3N=C2N. Drug 1: C1=C(C(=O)NC(=O)N1)N(CCCl)CCCl. Cell line: SW-620.